This data is from Full USPTO retrosynthesis dataset with 1.9M reactions from patents (1976-2016). The task is: Predict the reactants needed to synthesize the given product. (1) Given the product [ClH:37].[F:30][C:27]([F:28])([F:29])[C:21]1[CH:22]=[C:23]([F:26])[CH:24]=[CH:25][C:20]=1[CH:19]([O:18][CH:16]1[CH2:17][NH:14][CH2:15]1)[C:31]1[CH:36]=[CH:35][C:34]([Cl:37])=[CH:33][CH:32]=1, predict the reactants needed to synthesize it. The reactants are: C([N:14]1[CH2:17][CH:16]([O:18][CH:19]([C:31]2[CH:36]=[CH:35][C:34]([Cl:37])=[CH:33][CH:32]=2)[C:20]2[CH:25]=[CH:24][C:23]([F:26])=[CH:22][C:21]=2[C:27]([F:30])([F:29])[F:28])[CH2:15]1)(C1C=CC=CC=1)C1C=CC=CC=1.Cl.ClC1C=CC=CC=1C(OC1CNC1)C1C=CC(Cl)=CC=1. (2) Given the product [F:1][C:2]([C:5]1[N:6]=[C:7]([CH2:10][N:11]2[N:15]=[C:14]([NH:16][C:23]([C:21]3[N:22]=[C:18]([CH3:17])[O:19][C:20]=3[C:26]3[CH:31]=[CH:30][CH:29]=[C:28]([C:32]([F:35])([F:33])[F:34])[CH:27]=3)=[O:24])[CH:13]=[N:12]2)[S:8][CH:9]=1)([F:4])[CH3:3], predict the reactants needed to synthesize it. The reactants are: [F:1][C:2]([C:5]1[N:6]=[C:7]([CH2:10][N:11]2[N:15]=[C:14]([NH2:16])[CH:13]=[N:12]2)[S:8][CH:9]=1)([F:4])[CH3:3].[CH3:17][C:18]1[O:19][C:20]([C:26]2[CH:31]=[CH:30][CH:29]=[C:28]([C:32]([F:35])([F:34])[F:33])[CH:27]=2)=[C:21]([C:23](O)=[O:24])[N:22]=1. (3) Given the product [NH2:8][S:9]([C:12]1[CH:17]=[CH:16][C:15]([C:18]2[CH:30]=[CH:29][C:21]([C:22]([OH:24])=[O:23])=[C:20]([NH:31][C:32]3[CH:37]=[CH:36][C:35]([F:38])=[CH:34][CH:33]=3)[CH:19]=2)=[CH:14][CH:13]=1)(=[O:11])=[O:10], predict the reactants needed to synthesize it. The reactants are: FC(F)(F)C(O)=O.[NH2:8][S:9]([C:12]1[CH:17]=[CH:16][C:15]([C:18]2[CH:30]=[CH:29][C:21]([C:22]([O:24]C(C)(C)C)=[O:23])=[C:20]([NH:31][C:32]3[CH:37]=[CH:36][C:35]([F:38])=[CH:34][CH:33]=3)[CH:19]=2)=[CH:14][CH:13]=1)(=[O:11])=[O:10]. (4) Given the product [C:1]([O:5][C:6]([N:8]1[CH2:13][CH2:12][N:11]([CH2:17][CH3:18])[C:10](=[O:14])[CH2:9]1)=[O:7])([CH3:4])([CH3:2])[CH3:3], predict the reactants needed to synthesize it. The reactants are: [C:1]([O:5][C:6]([N:8]1[CH2:13][CH2:12][NH:11][C:10](=[O:14])[CH2:9]1)=[O:7])([CH3:4])([CH3:3])[CH3:2].[H-].[Na+].[CH2:17](I)[CH3:18]. (5) Given the product [F:40][C:39]1[C:34]([C:32]#[N:33])=[C:35]([CH3:51])[C:36]([C@@H:41]2[O:46][CH2:45][C@@H:44]3[CH2:47][N:48]([C:64](=[O:65])[CH2:63][C:60]4[CH:59]=[N:58][C:57]([N:52]5[CH:56]=[N:55][N:54]=[N:53]5)=[N:62][CH:61]=4)[CH2:49][CH2:50][N:43]3[CH2:42]2)=[CH:37][CH:38]=1, predict the reactants needed to synthesize it. The reactants are: CN(C(ON1N=NC2C=CC=NC1=2)=[N+](C)C)C.F[P-](F)(F)(F)(F)F.FC(F)(F)C([O-])=O.[C:32]([C:34]1[C:35]([CH3:51])=[C:36]([C@@H:41]2[O:46][CH2:45][C@@H:44]3[CH2:47][NH2+:48][CH2:49][CH2:50][N:43]3[CH2:42]2)[CH:37]=[CH:38][C:39]=1[F:40])#[N:33].[N:52]1([C:57]2[N:62]=[CH:61][C:60]([CH2:63][C:64](O)=[O:65])=[CH:59][N:58]=2)[CH:56]=[N:55][N:54]=[N:53]1.C(N(CC)CC)C. (6) Given the product [NH2:1][C:2]1[C:3]([Br:32])=[CH:4][C:5]([CH3:19])=[C:6]([F:18])[C:7]=1[O:8][C:9]1[CH:10]=[C:11]([CH:14]=[C:15]([Cl:17])[CH:16]=1)[C:12]#[N:13], predict the reactants needed to synthesize it. The reactants are: [NH2:1][C:2]1[C:7]([O:8][C:9]2[CH:10]=[C:11]([CH:14]=[C:15]([Cl:17])[CH:16]=2)[C:12]#[N:13])=[C:6]([F:18])[C:5]([CH3:19])=[CH:4][CH:3]=1.C([O-])(=O)C.[NH4+].C1C(=O)N([Br:32])C(=O)C1. (7) Given the product [CH3:26][O:25][C:23]1[C:22]2[C:17](=[C:18]([O:27][CH3:28])[CH:19]=[CH:20][CH:21]=2)[N:16]=[C:15]([C:13]([N:10]2[CH2:9][CH2:8][C:7]3([CH2:6][C:5](=[O:33])[C:4]4[C:30](=[CH:31][CH:32]=[C:2]([C:8]5[CH:9]=[N:10][CH:11]=[CH:12][CH:7]=5)[CH:3]=4)[O:29]3)[CH2:12][CH2:11]2)=[O:14])[CH:24]=1, predict the reactants needed to synthesize it. The reactants are: Br[C:2]1[CH:3]=[C:4]2[C:30](=[CH:31][CH:32]=1)[O:29][C:7]1([CH2:12][CH2:11][N:10]([C:13]([C:15]3[CH:24]=[C:23]([O:25][CH3:26])[C:22]4[C:17](=[C:18]([O:27][CH3:28])[CH:19]=[CH:20][CH:21]=4)[N:16]=3)=[O:14])[CH2:9][CH2:8]1)[CH2:6][C:5]2=[O:33].C(=O)([O-])[O-].[Na+].[Na+].